The task is: Predict the reactants needed to synthesize the given product.. This data is from Full USPTO retrosynthesis dataset with 1.9M reactions from patents (1976-2016). (1) Given the product [NH:19]1[C:27]2[C:22](=[C:23]([C:2]3[N:7]=[C:6]4[N:8]([CH3:11])[N:9]=[CH:10][C:5]4=[C:4]([N:12]4[CH2:17][CH2:16][N:15]([CH3:18])[CH2:14][CH2:13]4)[N:3]=3)[CH:24]=[CH:25][CH:26]=2)[CH:21]=[N:20]1, predict the reactants needed to synthesize it. The reactants are: Cl[C:2]1[N:7]=[C:6]2[N:8]([CH3:11])[N:9]=[CH:10][C:5]2=[C:4]([N:12]2[CH2:17][CH2:16][N:15]([CH3:18])[CH2:14][CH2:13]2)[N:3]=1.[NH:19]1[C:27]2[C:22](=[CH:23][CH:24]=[CH:25][CH:26]=2)[C:21](B2OC(C)(C)C(C)(C)O2)=[N:20]1. (2) Given the product [F:35][C:3]([F:2])([F:34])[C:4]1[CH:5]=[C:6]([C@H:14]([O:16][C@H:17]2[CH2:22][CH2:21][N:20]([C:23](=[O:27])[CH2:24][CH2:25][NH:26][C:36](=[O:41])[C:37]([CH3:40])([CH3:39])[CH3:38])[CH2:19][C@H:18]2[C:28]2[CH:29]=[CH:30][CH:31]=[CH:32][CH:33]=2)[CH3:15])[CH:7]=[C:8]([C:10]([F:11])([F:12])[F:13])[CH:9]=1, predict the reactants needed to synthesize it. The reactants are: Cl.[F:2][C:3]([F:35])([F:34])[C:4]1[CH:5]=[C:6]([C@H:14]([O:16][C@H:17]2[CH2:22][CH2:21][N:20]([C:23](=[O:27])[CH2:24][CH2:25][NH2:26])[CH2:19][C@H:18]2[C:28]2[CH:33]=[CH:32][CH:31]=[CH:30][CH:29]=2)[CH3:15])[CH:7]=[C:8]([C:10]([F:13])([F:12])[F:11])[CH:9]=1.[C:36](Cl)(=[O:41])[C:37]([CH3:40])([CH3:39])[CH3:38]. (3) Given the product [N:12]1[CH:13]=[CH:14][CH:15]=[C:10](/[CH:9]=[CH:8]/[CH2:7][C:6]([NH:5][CH2:4][CH2:3][NH:2][C:17](=[O:39])[CH2:18][CH2:19]/[CH:20]=[CH:21]\[CH2:22]/[CH:23]=[CH:24]\[CH2:25]/[CH:26]=[CH:27]\[CH2:28]/[CH:29]=[CH:30]\[CH2:31]/[CH:32]=[CH:33]\[CH2:34]/[CH:35]=[CH:36]\[CH2:37][CH3:38])=[O:16])[CH:11]=1, predict the reactants needed to synthesize it. The reactants are: Cl.[NH2:2][CH2:3][CH2:4][NH:5][C:6](=[O:16])[CH2:7]/[CH:8]=[CH:9]/[C:10]1[CH:11]=[N:12][CH:13]=[CH:14][CH:15]=1.[C:17](O)(=[O:39])[CH2:18][CH2:19]/[CH:20]=[CH:21]\[CH2:22]/[CH:23]=[CH:24]\[CH2:25]/[CH:26]=[CH:27]\[CH2:28]/[CH:29]=[CH:30]\[CH2:31]/[CH:32]=[CH:33]\[CH2:34]/[CH:35]=[CH:36]\[CH2:37][CH3:38].CN(C(ON1N=NC2C=CC=NC1=2)=[N+](C)C)C.F[P-](F)(F)(F)(F)F.CCN(C(C)C)C(C)C. (4) The reactants are: [F:1][C:2]1[CH:3]=[CH:4][C:5]2[NH:14][C:13](=S)[C:12]3[CH:11]=[C:10]([CH3:16])[S:9][C:8]=3[NH:7][C:6]=2[CH:17]=1.FC(F)(F)S(OC)(=O)=O.[CH3:27][O:28][CH2:29][CH2:30][C@H:31]1[CH2:36][NH:35][CH2:34][CH2:33][NH:32]1. Given the product [F:1][C:2]1[CH:3]=[CH:4][C:5]2[N:14]=[C:13]([N:35]3[CH2:34][CH2:33][NH:32][C@@H:31]([CH2:30][CH2:29][O:28][CH3:27])[CH2:36]3)[C:12]3[CH:11]=[C:10]([CH3:16])[S:9][C:8]=3[NH:7][C:6]=2[CH:17]=1, predict the reactants needed to synthesize it.